Dataset: Forward reaction prediction with 1.9M reactions from USPTO patents (1976-2016). Task: Predict the product of the given reaction. Given the reactants [CH2:1]([O:8][C:9]([CH2:11][CH2:12][CH2:13]OC1C=CC(B(O)O)=CC=1)=[O:10])[C:2]1[CH:7]=[CH:6][CH:5]=[CH:4][CH:3]=1.[B:24]([C:27]1[CH:32]=[CH:31][C:30](CCCC(O)=O)=[CH:29][CH:28]=1)([OH:26])[OH:25].C(Br)C1C=CC=CC=1, predict the reaction product. The product is: [CH2:1]([O:8][C:9]([CH2:11][CH2:12][CH2:13][C:30]1[CH:31]=[CH:32][C:27]([B:24]([OH:26])[OH:25])=[CH:28][CH:29]=1)=[O:10])[C:2]1[CH:3]=[CH:4][CH:5]=[CH:6][CH:7]=1.